From a dataset of Catalyst prediction with 721,799 reactions and 888 catalyst types from USPTO. Predict which catalyst facilitates the given reaction. (1) Reactant: Cl[C:2]1[N:11]=[C:10]([NH:12][CH2:13][CH:14]([C:20]2[CH:25]=[CH:24][CH:23]=[CH:22][CH:21]=2)[C:15]2[NH:16][CH:17]=[CH:18][CH:19]=2)[C:9]2[C:4](=[CH:5][CH:6]=[CH:7][CH:8]=2)[N:3]=1.[N:26]1[CH:27]=[CH:28][N:29]2[CH:34]=[C:33](B(O)O)[CH:32]=[CH:31][C:30]=12.C([O-])([O-])=O.[K+].[K+]. Product: [N:26]1[CH:27]=[CH:28][N:29]2[CH:34]=[C:33]([C:2]3[N:11]=[C:10]([NH:12][CH2:13][CH:14]([C:20]4[CH:25]=[CH:24][CH:23]=[CH:22][CH:21]=4)[C:15]4[NH:16][CH:17]=[CH:18][CH:19]=4)[C:9]4[C:4](=[CH:5][CH:6]=[CH:7][CH:8]=4)[N:3]=3)[CH:32]=[CH:31][C:30]=12. The catalyst class is: 70. (2) Reactant: Cl[C:2]1[C:7]([N+:8]([O-:10])=[O:9])=[CH:6][CH:5]=[C:4]([O:11][CH3:12])[N:3]=1.[Br:13][C:14]1[NH:15][CH:16]=[C:17]([CH3:19])[N:18]=1.[OH-].[K+]. The catalyst class is: 3. Product: [Br:13][C:14]1[N:15]([C:2]2[C:7]([N+:8]([O-:10])=[O:9])=[CH:6][CH:5]=[C:4]([O:11][CH3:12])[N:3]=2)[CH:16]=[C:17]([CH3:19])[N:18]=1. (3) Reactant: [CH3:1][O:2][C:3]1[CH:4]=[C:5]2[C:9](=[CH:10][C:11]=1[N+:12]([O-:14])=[O:13])[NH:8][CH2:7][CH2:6]2.C(N(C(C)C)CC)(C)C.[C:24](Cl)(=[O:27])[CH:25]=[CH2:26].[CH:29]([N:32]1[CH2:37][CH2:36][NH:35][CH2:34][CH2:33]1)([CH3:31])[CH3:30]. Product: [CH3:30][CH:29]([N:32]1[CH2:37][CH2:36][N:35]([CH2:26][CH2:25][C:24]([N:8]2[C:9]3[C:5](=[CH:4][C:3]([O:2][CH3:1])=[C:11]([N+:12]([O-:14])=[O:13])[CH:10]=3)[CH2:6][CH2:7]2)=[O:27])[CH2:34][CH2:33]1)[CH3:31]. The catalyst class is: 429. (4) Reactant: Cl[C:2]1[C:11]2[C:6](=[CH:7][CH:8]=[C:9]([F:12])[CH:10]=2)[N:5]([CH2:13][C:14]2[CH:19]=[CH:18][C:17]([F:20])=[CH:16][CH:15]=2)[C:4](=[O:21])[C:3]=1[C:22]#[N:23].[NH:24]1[CH2:29][CH2:28][NH:27][CH2:26][CH2:25]1. Product: [F:12][C:9]1[CH:10]=[C:11]2[C:6](=[CH:7][CH:8]=1)[N:5]([CH2:13][C:14]1[CH:19]=[CH:18][C:17]([F:20])=[CH:16][CH:15]=1)[C:4](=[O:21])[C:3]([C:22]#[N:23])=[C:2]2[N:24]1[CH2:29][CH2:28][NH:27][CH2:26][CH2:25]1. The catalyst class is: 4. (5) Reactant: [Cl:1][C:2]1[CH:7]=[CH:6][C:5]([C:8]2[CH:13]=[CH:12][C:11]([N+:14]([O-])=O)=[C:10]([CH2:17][N:18]3[CH2:23][CH2:22][N:21]([C:24]([O:26][C:27]([CH3:30])([CH3:29])[CH3:28])=[O:25])[CH2:20][CH:19]3[C:31]([O:33][CH3:34])=[O:32])[CH:9]=2)=[CH:4][CH:3]=1.[H][H]. Product: [NH2:14][C:11]1[CH:12]=[CH:13][C:8]([C:5]2[CH:6]=[CH:7][C:2]([Cl:1])=[CH:3][CH:4]=2)=[CH:9][C:10]=1[CH2:17][N:18]1[CH2:23][CH2:22][N:21]([C:24]([O:26][C:27]([CH3:29])([CH3:30])[CH3:28])=[O:25])[CH2:20][CH:19]1[C:31]([O:33][CH3:34])=[O:32]. The catalyst class is: 814.